This data is from NCI-60 drug combinations with 297,098 pairs across 59 cell lines. The task is: Regression. Given two drug SMILES strings and cell line genomic features, predict the synergy score measuring deviation from expected non-interaction effect. (1) Synergy scores: CSS=21.2, Synergy_ZIP=1.17, Synergy_Bliss=-0.263, Synergy_Loewe=-46.2, Synergy_HSA=-2.73. Drug 1: C1=NC2=C(N1)C(=S)N=C(N2)N. Cell line: HS 578T. Drug 2: C(=O)(N)NO. (2) Drug 1: CNC(=O)C1=CC=CC=C1SC2=CC3=C(C=C2)C(=NN3)C=CC4=CC=CC=N4. Drug 2: C1CC(=O)NC(=O)C1N2C(=O)C3=CC=CC=C3C2=O. Cell line: SR. Synergy scores: CSS=45.4, Synergy_ZIP=-2.37, Synergy_Bliss=-11.2, Synergy_Loewe=-24.9, Synergy_HSA=-10.4. (3) Drug 1: C1=C(C(=O)NC(=O)N1)F. Drug 2: CC12CCC3C(C1CCC2O)C(CC4=C3C=CC(=C4)O)CCCCCCCCCS(=O)CCCC(C(F)(F)F)(F)F. Cell line: NCI-H460. Synergy scores: CSS=40.5, Synergy_ZIP=-3.15, Synergy_Bliss=-11.1, Synergy_Loewe=-13.5, Synergy_HSA=-11.2. (4) Drug 1: CC1CCC2CC(C(=CC=CC=CC(CC(C(=O)C(C(C(=CC(C(=O)CC(OC(=O)C3CCCCN3C(=O)C(=O)C1(O2)O)C(C)CC4CCC(C(C4)OC)O)C)C)O)OC)C)C)C)OC. Drug 2: CC12CCC3C(C1CCC2O)C(CC4=C3C=CC(=C4)O)CCCCCCCCCS(=O)CCCC(C(F)(F)F)(F)F. Cell line: OVCAR3. Synergy scores: CSS=6.90, Synergy_ZIP=-0.295, Synergy_Bliss=-0.317, Synergy_Loewe=0.424, Synergy_HSA=1.35. (5) Drug 1: C1CN1C2=NC(=NC(=N2)N3CC3)N4CC4. Drug 2: CC1C(C(CC(O1)OC2CC(CC3=C2C(=C4C(=C3O)C(=O)C5=CC=CC=C5C4=O)O)(C(=O)C)O)N)O. Cell line: OVCAR-5. Synergy scores: CSS=48.5, Synergy_ZIP=2.54, Synergy_Bliss=4.92, Synergy_Loewe=-0.421, Synergy_HSA=7.14.